This data is from Peptide-MHC class I binding affinity with 185,985 pairs from IEDB/IMGT. The task is: Regression. Given a peptide amino acid sequence and an MHC pseudo amino acid sequence, predict their binding affinity value. This is MHC class I binding data. (1) The peptide sequence is MSDIFASEV. The MHC is HLA-A26:01 with pseudo-sequence HLA-A26:01. The binding affinity (normalized) is 0.0847. (2) The peptide sequence is GHLAASVTL. The MHC is HLA-A01:01 with pseudo-sequence HLA-A01:01. The binding affinity (normalized) is 0.0847.